Task: Predict the reactants needed to synthesize the given product.. Dataset: Full USPTO retrosynthesis dataset with 1.9M reactions from patents (1976-2016) Given the product [C:24]([NH:1][CH:2]([CH3:3])[C:4]([NH:6][C@H:7]([C:15]([OH:17])=[O:16])[CH2:8][C:9]1[CH:14]=[CH:13][CH:12]=[CH:11][CH:10]=1)=[O:5])(=[O:26])[CH3:25], predict the reactants needed to synthesize it. The reactants are: [NH2:1][C@H:2]([C:4]([NH:6][C@H:7]([C:15]([OH:17])=[O:16])[CH2:8][C:9]1[CH:14]=[CH:13][CH:12]=[CH:11][CH:10]=1)=[O:5])[CH3:3].N1C=CC=CC=1.[C:24](OC(=O)C)(=[O:26])[CH3:25].O.